This data is from Experimentally validated miRNA-target interactions with 360,000+ pairs, plus equal number of negative samples. The task is: Binary Classification. Given a miRNA mature sequence and a target amino acid sequence, predict their likelihood of interaction. (1) The miRNA is mmu-miR-3475-3p with sequence UCUGGAGGCACAUGGUUUGAA. The protein sequence of the target gene is MARKALKLASWTSMALAASGIYFYSNKYLDPNDFGAVRVGRAVATTAVISYDYLTSLKSVPYGSEEYLQLRSKSWPVFLQVHLRSARRLCELCCANRGTFIKVGQHLGALDYLLPEEYTSTLKVLHSQAPQSSMQEIRQVIREDLGKEIHDLFQSFDDTPLGTASLAQVHKAVLHDGRTVAVKVQHPKVRAQSSKDILLMEVLVLAVKQLFPEFEFMWLVDEAKKNLPLELDFLNEGRNAEKVSQMLRHFDFLKVPRIHWDLSTERVLLMEFVDGGQVNDRDYMERNKIDVNEISRHLGK.... Result: 0 (no interaction). (2) The miRNA is hsa-miR-548q with sequence GCUGGUGCAAAAGUAAUGGCGG. The protein sequence of the target gene is MLYLIGLGLGDAKDITVKGLEVVRRCSRVYLEAYTSVLTVGKEALEEFYGRKLVVADREEVEQEADNILKDADISDVAFLVVGDPFGATTHSDLVLRATKLGIPYRVIHNASIMNAVGCCGLQLYKFGETVSIVFWTDTWRPESFFDKVKKNRQNGMHTLCLLDIKVKEQSLENLIKGRKIYEPPRYMSVNQAAQQLLEIVQNQRIRGEEPAVTEETLCVGLARVGADDQKIAAGTLRQMCTVDLGEPLHSLIITGGSIHPMEMEMLSLFSIPENSSESQSINGL. Result: 0 (no interaction). (3) The miRNA is hsa-miR-3670 with sequence AGAGCUCACAGCUGUCCUUCUCUA. The protein sequence of the target gene is MARAAALLPSRSPPTPLLWPLLLLLLLETGAQDVRVQVLPEVRGQLGGTVELPCHLLPPVPGLYISLVTWQRPDAPANHQNVAAFHPKMGPSFPSPKPGSERLSFVSAKQSTGQDTEAELQDATLALHGLTVEDEGNYTCEFATFPKGSVRGMTWLRVIAKPKNQAEAQKVTFSQDPTTVALCISKEGRPPARISWLSSLDWEAKETQVSGTLAGTVTVTSRFTLVPSGRADGVTVTCKVEHESFEEPALIPVTLSVRYPPEVSISGYDDNWYLGRTDATLSCDVRSNPEPTGYDWSTTS.... Result: 0 (no interaction). (4) The miRNA is gga-miR-128-3p with sequence UCACAGUGAACCGGUCUCUUU. The protein sequence of the target gene is MGAQFSKTAAKGEAAAERPGEAAVASSPSKANGQENGHVKVNGDASPAAAESGAKEELQANGSAPAADKEEPAAAGSGAASPSAAEKGEPAAAAAPEAGASPVEKEAPAEGEAAEPGSPTAAEGEAASAASSTSSPKAEDGATPSPSNETPKKKKKRFSFKKSFKLSGFSFKKNKKEAGEGGEAEAPAAEGGKDEAAGGAAAAAAEAGAASGEQAAAPGEEAAAGEEGAAGGDPQEAKPQEAAVAPEKPPASDETKAAEEPSKVEEKKAEEAGASAAACEAPSAAGPGAPPEQEAAPAEE.... Result: 0 (no interaction). (5) The miRNA is hsa-miR-4666a-3p with sequence CAUACAAUCUGACAUGUAUUU. The protein sequence of the target gene is MSGGAAEKQSSTPGSLFLSPPAPAPKNGSSSDSSVGEKLGAAAADAVTGRTEEYRRRRHTMDKDSRGAAATTTTTEHRFFRRSVICDSNATALELPGLPLSLPQPSIPAAVPQSAPPEPHREETVTATATSQVAQQPPAAAAPGEQAVAGPAPSTVPSSTSKDRPVSQPSLVGSKEEPPPARSGSGGGSAKEPQEERSQQQDDIEELETKAVGMSNDGRFLKFDIEIGRGSFKTVYKGLDTETTVEVAWCELQDRKLTKSERQRFKEEAEMLKGLQHPNIVRFYDSWESTVKGKKCIVLV.... Result: 1 (interaction). (6) The miRNA is hsa-miR-302d-5p with sequence ACUUUAACAUGGAGGCACUUGC. The protein sequence of the target gene is MAKSLRSKWKRKMRAEKRKKNAPKEASRLKSILKLDGDVLMKDVQEIATVVVPKPKHCQEKMQCEVKDEKDDMKMETDIKRNKKTLLDQHGQYPIWMNQRQRKRLKAKREKRKGKSKAKAVKVAKGLAW. Result: 1 (interaction). (7) The miRNA is mmu-miR-205-5p with sequence UCCUUCAUUCCACCGGAGUCUG. The protein sequence of the target gene is MDPMELRNVNIEPDDESSSGESAPDSYIGIGNSEKAAMSSQFANEDTESQKFLTNGFLGKKKLADYADEHHPGTTSFGMSSFNLSNAIMGSGILGLSYAMANTGIILFIIMLLAVAILSLYSVHLLLKTAKEGGSLIYEKLGEKAFGWPGKIGAFVSITMQNIGAMSSYLFIIKYELPEVIRAFMGLEENTGEWYLNGNYLIIFVSVGIILPLSLLKNLGYLGYTSGFSLTCMVFFVSVVIYKKFQIPCPLPVLDHSVGNLSFNNTLPMHVVMLPNNSESSDVNFMMDYTHRNPAGLDEN.... Result: 0 (no interaction). (8) The miRNA is rno-miR-203a-3p with sequence GUGAAAUGUUUAGGACCACUAG. The protein sequence of the target gene is MSGSSLPSALALSLLLVSGSLLPGPGAAQNAGFVKSPMSETKLTGDAFELYCDVVGSPTPEIQWWYAEVNRAESFRQLWDGARKRRVTVNTAYGSNGVSVLRITRLTLEDSGTYECRASNDPKRNDLRQNPSITWIRAQATISVLQKPRIVTSEEVIIRDSPVLPVTLQCNLTSSSHTLTYSYWTKNGVELSATRKNASNMEYRINKPRAEDSGEYHCVYHFVSAPKANATIEVKAAPDITGHKRSENKNEGQDATMYCKSVGYPHPDWIWRKKENGMPMDIVNTSGRFFIINKENYTEL.... Result: 0 (no interaction).